The task is: Predict the product of the given reaction.. This data is from Forward reaction prediction with 1.9M reactions from USPTO patents (1976-2016). Given the reactants Br[CH:2]([C:4]1[CH:5]=[C:6]2[C:11](=[CH:12][CH:13]=1)[C:10]([C:14]([F:17])([F:16])[F:15])=[C:9]([O:18][C@H:19]1[CH2:24][CH2:23][C@@H:22]([CH3:25])[CH2:21][CH2:20]1)[CH:8]=[CH:7]2)[CH3:3].CN(C=O)C.[CH3:31][O:32][C:33]([CH:35]1[CH2:42][CH:41]2[NH:43][CH:37]([CH2:38][CH2:39][CH2:40]2)[CH2:36]1)=[O:34].Cl.C([O-])([O-])=O.[K+].[K+], predict the reaction product. The product is: [CH3:25][C@@H:22]1[CH2:23][CH2:24][C@H:19]([O:18][C:9]2[C:10]([C:14]([F:17])([F:15])[F:16])=[C:11]3[C:6](=[CH:7][CH:8]=2)[CH:5]=[C:4]([CH:2]([N:43]2[CH:37]4[CH2:38][CH2:39][CH2:40][CH:41]2[CH2:42][CH:35]([C:33]([O:32][CH3:31])=[O:34])[CH2:36]4)[CH3:3])[CH:13]=[CH:12]3)[CH2:20][CH2:21]1.